This data is from Catalyst prediction with 721,799 reactions and 888 catalyst types from USPTO. The task is: Predict which catalyst facilitates the given reaction. (1) Reactant: [Cl-].O[NH3+:3].[C:4](=[O:7])([O-])[OH:5].[Na+].CS(C)=O.[Si]([O:20][CH2:21][C:22]([CH3:59])([CH3:58])[O:23][C:24]1[CH:29]=[CH:28][C:27]([C:30]2[C:35](=[O:36])[N:34]([CH2:37][C:38]3[CH:43]=[CH:42][C:41]([C:44]4[C:45]([C:50]#[N:51])=[CH:46][CH:47]=[CH:48][CH:49]=4)=[CH:40][C:39]=3[F:52])[C:33]([CH2:53][CH2:54][CH3:55])=[N:32][C:31]=2[CH2:56][CH3:57])=[CH:26][CH:25]=1)(C(C)(C)C)(C)C. Product: [CH2:56]([C:31]1[N:32]=[C:33]([CH2:53][CH2:54][CH3:55])[N:34]([CH2:37][C:38]2[CH:43]=[CH:42][C:41]([C:44]3[CH:49]=[CH:48][CH:47]=[CH:46][C:45]=3[C:50]3[NH:51][C:4](=[O:7])[O:5][N:3]=3)=[CH:40][C:39]=2[F:52])[C:35](=[O:36])[C:30]=1[C:27]1[CH:26]=[CH:25][C:24]([O:23][C:22]([CH3:59])([CH3:58])[CH2:21][OH:20])=[CH:29][CH:28]=1)[CH3:57]. The catalyst class is: 13. (2) Reactant: [Cl:1][C:2]1[CH:7]=[CH:6][C:5](/[CH:8]=[CH:9]/[C:10]([OH:12])=O)=[C:4]([CH2:13][N:14]2[N:18]=[N:17][C:16]([CH3:19])=[N:15]2)[CH:3]=1.[CH3:20][C:21]1[O:22][C:23]([CH2:26][CH2:27][CH:28]2[CH2:33][CH2:32][NH:31][CH2:30][CH2:29]2)=[N:24][N:25]=1.CCN(C(C)C)C(C)C.C(P1(=O)OP(CCC)(=O)OP(CCC)(=O)O1)CC. Product: [Cl:1][C:2]1[CH:7]=[CH:6][C:5](/[CH:8]=[CH:9]/[C:10]([N:31]2[CH2:32][CH2:33][CH:28]([CH2:27][CH2:26][C:23]3[O:22][C:21]([CH3:20])=[N:25][N:24]=3)[CH2:29][CH2:30]2)=[O:12])=[C:4]([CH2:13][N:14]2[N:18]=[N:17][C:16]([CH3:19])=[N:15]2)[CH:3]=1. The catalyst class is: 3. (3) Reactant: Cl.[CH3:2][C:3]1[N:4]([C:12]2[CH:17]=[CH:16][C:15]([C:18]([N:20]3[CH2:25][CH2:24][NH:23][CH2:22][CH2:21]3)=[O:19])=[CH:14][CH:13]=2)[C:5]2[C:10]([CH:11]=1)=[CH:9][CH:8]=[CH:7][CH:6]=2.[OH:26][C:27]1([C:30](O)=[O:31])[CH2:29][CH2:28]1.CN(C(ON1N=NC2C=CC=CC1=2)=[N+](C)C)C.F[P-](F)(F)(F)(F)F.CCN(C(C)C)C(C)C. Product: [OH:26][C:27]1([C:30]([N:23]2[CH2:24][CH2:25][N:20]([C:18]([C:15]3[CH:16]=[CH:17][C:12]([N:4]4[C:5]5[C:10](=[CH:9][CH:8]=[CH:7][CH:6]=5)[CH:11]=[C:3]4[CH3:2])=[CH:13][CH:14]=3)=[O:19])[CH2:21][CH2:22]2)=[O:31])[CH2:29][CH2:28]1. The catalyst class is: 35. (4) Reactant: [Cl:1][C:2]1[CH:10]=[CH:9][C:8]2[N:7]([CH2:11][C:12]([C:15]3[CH:20]=[CH:19][C:18]([O:21][CH3:22])=[CH:17][CH:16]=3)(O)[CH3:13])[C:6]3[CH2:23][CH2:24][N:25]([CH3:27])[CH2:26][C:5]=3[C:4]=2[CH:3]=1.S(=O)(=O)(O)O.C(=O)([O-])O.[Na+]. Product: [Cl:1][C:2]1[CH:10]=[CH:9][C:8]2[N:7](/[CH:11]=[C:12](/[C:15]3[CH:20]=[CH:19][C:18]([O:21][CH3:22])=[CH:17][CH:16]=3)\[CH3:13])[C:6]3[CH2:23][CH2:24][N:25]([CH3:27])[CH2:26][C:5]=3[C:4]=2[CH:3]=1. The catalyst class is: 6. (5) Reactant: [C:1]([O:5][C:6]([N:8]([CH3:42])[C:9]1[N:14]=[C:13]([CH2:15][CH2:16][O:17][C:18]2[CH:40]=[CH:39][C:21]([CH2:22][C@@H:23]([C:35]([O:37][CH3:38])=[O:36])[NH:24][C:25](=[O:34])[C:26]3[C:31]([Cl:32])=[CH:30][CH:29]=[CH:28][C:27]=3[Cl:33])=[CH:20][C:19]=2I)[CH:12]=[CH:11][CH:10]=1)=[O:7])([CH3:4])([CH3:3])[CH3:2].[CH3:43]B1OB(C)OB(C)O1.C(Cl)Cl.C(=O)([O-])[O-].[Cs+].[Cs+]. Product: [C:1]([O:5][C:6]([N:8]([CH3:42])[C:9]1[N:14]=[C:13]([CH2:15][CH2:16][O:17][C:18]2[CH:40]=[CH:39][C:21]([CH2:22][C@@H:23]([C:35]([O:37][CH3:38])=[O:36])[NH:24][C:25](=[O:34])[C:26]3[C:31]([Cl:32])=[CH:30][CH:29]=[CH:28][C:27]=3[Cl:33])=[CH:20][C:19]=2[CH3:43])[CH:12]=[CH:11][CH:10]=1)=[O:7])([CH3:4])([CH3:3])[CH3:2]. The catalyst class is: 75. (6) Reactant: C1(OC)C=CC=CC=1.COC1C=CC(C[N:16]2[C:26]3[C:27]4[C:18]([CH2:19][CH2:20][S:21][C:22]=4[N:23]=[C:24]([N:28](C(OC(C)(C)C)=O)C(OC(C)(C)C)=O)[N:25]=3)=[N:17]2)=CC=1. Product: [N:17]1[NH:16][C:26]2[C:27]3[C:18]=1[CH2:19][CH2:20][S:21][C:22]=3[N:23]=[C:24]([NH2:28])[N:25]=2. The catalyst class is: 55. (7) Product: [CH2:15]([N:10]1[C:11]2[C:7](=[C:6]([N+:3]([O-:5])=[O:4])[CH:14]=[CH:13][CH:12]=2)[CH:8]=[N:9]1)[CH3:16]. Reactant: [H-].[Na+].[N+:3]([C:6]1[CH:14]=[CH:13][CH:12]=[C:11]2[C:7]=1[CH:8]=[N:9][NH:10]2)([O-:5])=[O:4].[CH2:15](I)[CH3:16]. The catalyst class is: 3.